From a dataset of Catalyst prediction with 721,799 reactions and 888 catalyst types from USPTO. Predict which catalyst facilitates the given reaction. (1) Reactant: [CH3:1][O:2][C:3]1[CH:24]=[CH:23][C:6]([CH2:7][N:8]2[C:13]3[S:14][C:15]([CH:17]=O)=[CH:16][C:12]=3[C:11]3=[N:19][CH:20]=[N:21][N:10]3[C:9]2=[O:22])=[CH:5][CH:4]=1.Cl.[O:26]1[CH2:32][CH2:31][CH2:30][NH:29][CH2:28][CH2:27]1.C(N(CC)CC)C.[Na]. Product: [O:26]1[CH2:32][CH2:31][CH2:30][N:29]([CH2:17][C:15]2[S:14][C:13]3[N:8]([CH2:7][C:6]4[CH:5]=[CH:4][C:3]([O:2][CH3:1])=[CH:24][CH:23]=4)[C:9](=[O:22])[N:10]4[N:21]=[CH:20][N:19]=[C:11]4[C:12]=3[CH:16]=2)[CH2:28][CH2:27]1. The catalyst class is: 4. (2) Reactant: [CH2:1]([C:8]1[N:16]([CH2:17][CH2:18][NH:19][CH2:20][CH3:21])[C:15]2[C:14](=[O:22])[N:13]([CH2:23][CH2:24][CH3:25])[C:12](=[O:26])[N:11]([CH2:27][CH2:28][C:29]3[CH:34]=[CH:33][CH:32]=[CH:31][C:30]=3[N+:35]([O-])=O)[C:10]=2[N:9]=1)[C:2]1[CH:7]=[CH:6][CH:5]=[CH:4][CH:3]=1.O.NN.[H][H]. Product: [NH2:35][C:30]1[CH:31]=[CH:32][CH:33]=[CH:34][C:29]=1[CH2:28][CH2:27][N:11]1[C:10]2[N:9]=[C:8]([CH2:1][C:2]3[CH:3]=[CH:4][CH:5]=[CH:6][CH:7]=3)[N:16]([CH2:17][CH2:18][NH:19][CH2:20][CH3:21])[C:15]=2[C:14](=[O:22])[N:13]([CH2:23][CH2:24][CH3:25])[C:12]1=[O:26]. The catalyst class is: 45. (3) Reactant: [CH3:1][N:2]1[C:6]([CH2:7]O)=[CH:5][C:4]([C:9]2[CH:14]=[CH:13][C:12]([C:15]([F:18])([F:17])[F:16])=[CH:11][CH:10]=2)=[N:3]1.S(Cl)([Cl:21])=O. Product: [Cl:21][CH2:7][C:6]1[N:2]([CH3:1])[N:3]=[C:4]([C:9]2[CH:14]=[CH:13][C:12]([C:15]([F:18])([F:17])[F:16])=[CH:11][CH:10]=2)[CH:5]=1. The catalyst class is: 22. (4) Reactant: C(OC(=O)[N:7]([O:19]C(OC(C)(C)C)=O)[CH2:8][C:9]1[CH:14]=[CH:13][C:12]([C:15]([CH3:18])([CH3:17])[CH3:16])=[CH:11][CH:10]=1)(C)(C)C.FC(F)(F)C(O)=O. Product: [C:15]([C:12]1[CH:11]=[CH:10][C:9]([CH2:8][NH:7][OH:19])=[CH:14][CH:13]=1)([CH3:18])([CH3:16])[CH3:17]. The catalyst class is: 2. (5) Reactant: [CH3:1][N:2]1[C:14]2[CH2:13][CH2:12][CH:11]([CH:15]3[CH2:20][CH2:19][O:18][CH2:17][CH2:16]3)[CH2:10][C:9]=2[C:8]2[C:3]1=[CH:4][CH:5]=[C:6]([C:21](O)=[O:22])[CH:7]=2.CN(C(ON1N=NC2C=CC=NC1=2)=[N+](C)C)C.F[P-](F)(F)(F)(F)F.Cl.[NH:49]1[CH2:52][CH:51]([CH2:53][C:54]([NH:56][CH:57]2[CH2:59][CH2:58]2)=[O:55])[CH2:50]1.C(N(CC)C(C)C)(C)C. Product: [CH:57]1([NH:56][C:54](=[O:55])[CH2:53][CH:51]2[CH2:52][N:49]([C:21]([C:6]3[CH:7]=[C:8]4[C:3](=[CH:4][CH:5]=3)[N:2]([CH3:1])[C:14]3[CH2:13][CH2:12][CH:11]([CH:15]5[CH2:20][CH2:19][O:18][CH2:17][CH2:16]5)[CH2:10][C:9]4=3)=[O:22])[CH2:50]2)[CH2:59][CH2:58]1. The catalyst class is: 3.